From a dataset of Catalyst prediction with 721,799 reactions and 888 catalyst types from USPTO. Predict which catalyst facilitates the given reaction. (1) Reactant: [CH2:1]([O:8][C:9]([N:11]1[CH2:20][CH2:19][C:18]2[C:13](=[CH:14][CH:15]=[CH:16][C:17]=2Br)[CH:12]1[C:22]1[CH:27]=[C:26]([F:28])[CH:25]=[CH:24][C:23]=1[O:29][CH2:30][C:31]([O:33]CC)=[O:32])=[O:10])[C:2]1[CH:7]=[CH:6][CH:5]=[CH:4][CH:3]=1.[CH3:36][S:37]([NH2:40])(=[O:39])=[O:38].CN(C)CC(O)=O.[O-]P([O-])([O-])=O.[K+].[K+].[K+]. Product: [CH2:1]([O:8][C:9]([N:11]1[CH2:20][CH2:19][C:18]2[C:13](=[CH:14][CH:15]=[CH:16][C:17]=2[NH:40][S:37]([CH3:36])(=[O:39])=[O:38])[CH:12]1[C:22]1[CH:27]=[C:26]([F:28])[CH:25]=[CH:24][C:23]=1[O:29][CH2:30][C:31]([OH:33])=[O:32])=[O:10])[C:2]1[CH:7]=[CH:6][CH:5]=[CH:4][CH:3]=1. The catalyst class is: 122. (2) Reactant: [OH:1][C:2]1[CH:7]=[CH:6][C:5]([N+:8]([O-:10])=[O:9])=[CH:4][N:3]=1.[I:11]([O-])(=O)=O.[K+].[I-].[K+]. Product: [OH:1][C:2]1[C:7]([I:11])=[CH:6][C:5]([N+:8]([O-:10])=[O:9])=[CH:4][N:3]=1. The catalyst class is: 445.